Predict the product of the given reaction. From a dataset of Forward reaction prediction with 1.9M reactions from USPTO patents (1976-2016). Given the reactants C(N(CC)CC)C.[Cl:8][C:9]1[NH:18][C:17](=[O:19])[C:16]2[C:11](=[CH:12][CH:13]=[CH:14][CH:15]=2)[N:10]=1.[CH3:20][N:21]([CH3:25])[CH2:22][CH2:23][NH2:24], predict the reaction product. The product is: [ClH:8].[CH3:20][N:21]([CH3:25])[CH2:22][CH2:23][NH:24][C:9]1[NH:18][C:17](=[O:19])[C:16]2[C:11](=[CH:12][CH:13]=[CH:14][CH:15]=2)[N:10]=1.